Dataset: Full USPTO retrosynthesis dataset with 1.9M reactions from patents (1976-2016). Task: Predict the reactants needed to synthesize the given product. (1) Given the product [CH3:1][O:2][C:3](=[O:22])[C:4]1[CH:9]=[C:8]([CH:10]2[CH2:15][CH2:14][CH2:13][CH2:12][CH2:11]2)[C:7]([O:16][CH2:17][C:18]([F:19])([F:20])[F:21])=[N:6][CH:5]=1, predict the reactants needed to synthesize it. The reactants are: [CH3:1][O:2][C:3](=[O:22])[C:4]1[CH:9]=[C:8]([C:10]2[CH2:15][CH2:14][CH2:13][CH2:12][CH:11]=2)[C:7]([O:16][CH2:17][C:18]([F:21])([F:20])[F:19])=[N:6][CH:5]=1. (2) Given the product [CH3:11][O:10][C:7]1[CH:8]=[CH:9][C:4]([CH2:1]/[CH:2]=[CH:3]/[C:12]([O:16][CH:17]2[CH:18]3[CH2:26][CH:22]4[CH2:21][CH:20]([CH2:25][CH:24]2[CH2:23]4)[CH2:19]3)=[O:15])=[CH:5][CH:6]=1, predict the reactants needed to synthesize it. The reactants are: [CH2:1]([C:4]1[CH:9]=[CH:8][C:7]([O:10][CH3:11])=[CH:6][CH:5]=1)[CH:2]=[CH2:3].[C:12]([O:16][CH:17]1[CH:24]2[CH2:25][CH:20]3[CH2:21][CH:22]([CH2:26][CH:18]1[CH2:19]3)[CH2:23]2)(=[O:15])C=C. (3) Given the product [ClH:17].[N:1]1([CH2:6][CH2:7][CH2:8][NH2:9])[CH:5]=[CH:4][CH:3]=[N:2]1, predict the reactants needed to synthesize it. The reactants are: [N:1]1([CH2:6][CH2:7][CH2:8][NH:9]C(=O)OC(C)(C)C)[CH:5]=[CH:4][CH:3]=[N:2]1.[ClH:17]. (4) Given the product [CH2:23]([N:27]1[C:35]2[C:34](=[O:36])[NH:33][N:32]=[CH:31][C:30]=2[N:29]=[C:28]1[N:37]1[CH2:42][CH2:41][N:40]([C:9]([O:11][C:12]([CH3:13])([CH3:14])[CH3:15])=[O:10])[CH2:39][CH2:38]1)[C:24]#[C:25][CH3:26], predict the reactants needed to synthesize it. The reactants are: [C:9](O[C:9]([O:11][C:12]([CH3:15])([CH3:14])[CH3:13])=[O:10])([O:11][C:12]([CH3:15])([CH3:14])[CH3:13])=[O:10].FC(F)(F)C(O)=O.[CH2:23]([N:27]1[C:35]2[C:34](=[O:36])[NH:33][N:32]=[CH:31][C:30]=2[N:29]=[C:28]1[N:37]1[CH2:42][CH2:41][NH:40][CH2:39][CH2:38]1)[C:24]#[C:25][CH3:26].[OH-].[Na+].[Cl-].[NH4+].